This data is from Catalyst prediction with 721,799 reactions and 888 catalyst types from USPTO. The task is: Predict which catalyst facilitates the given reaction. Reactant: Br[CH2:2][C:3]([C:5]1[CH:10]=[CH:9][CH:8]=[C:7]([Br:11])[CH:6]=1)=[O:4].[CH2:12]([C:14]1[NH:15][CH:16]=[CH:17][N:18]=1)[CH3:13]. Product: [Br:11][C:7]1[CH:6]=[C:5]([C:3](=[O:4])[CH2:2][N:15]2[CH:16]=[CH:17][N:18]=[C:14]2[CH2:12][CH3:13])[CH:10]=[CH:9][CH:8]=1. The catalyst class is: 12.